Dataset: Catalyst prediction with 721,799 reactions and 888 catalyst types from USPTO. Task: Predict which catalyst facilitates the given reaction. (1) Reactant: [Cl:1][C:2]1[CH:3]=[CH:4][CH:5]=[C:6]2[C:11]=1[C:10]([O:12][C@H:13]1[CH2:17][CH2:16][N:15](C(OC(C)(C)C)=O)[CH2:14]1)=[N:9][C:8]([C:25]1[NH:29][C:28](=[O:30])[NH:27][N:26]=1)=[CH:7]2. Product: [ClH:1].[Cl:1][C:2]1[CH:3]=[CH:4][CH:5]=[C:6]2[C:11]=1[C:10]([O:12][C@H:13]1[CH2:17][CH2:16][NH:15][CH2:14]1)=[N:9][C:8]([C:25]1[NH:29][C:28](=[O:30])[NH:27][N:26]=1)=[CH:7]2. The catalyst class is: 818. (2) Reactant: [OH:1][C:2]1[CH:3]=[C:4]([CH:7]=[CH:8][C:9]=1[OH:10])[CH:5]=[O:6].C(=O)([O-])[O-].[K+].[K+].Br[CH:18]([CH3:20])[CH3:19].Cl. Product: [OH:1][C:2]1[CH:3]=[C:4]([CH:7]=[CH:8][C:9]=1[O:10][CH:18]([CH3:20])[CH3:19])[CH:5]=[O:6]. The catalyst class is: 255.